Dataset: Peptide-MHC class II binding affinity with 134,281 pairs from IEDB. Task: Regression. Given a peptide amino acid sequence and an MHC pseudo amino acid sequence, predict their binding affinity value. This is MHC class II binding data. (1) The peptide sequence is TSQYRIQGKLEYRH. The MHC is DRB1_0401 with pseudo-sequence DRB1_0401. The binding affinity (normalized) is 0.137. (2) The peptide sequence is FHEMNNGGDAMYMAL. The MHC is DRB1_1302 with pseudo-sequence DRB1_1302. The binding affinity (normalized) is 0.266. (3) The peptide sequence is ANWIEIMRIKKLTIT. The MHC is DRB1_0405 with pseudo-sequence DRB1_0405. The binding affinity (normalized) is 0.392. (4) The peptide sequence is AAALAGTTVYGAFAA. The MHC is HLA-DQA10102-DQB10602 with pseudo-sequence HLA-DQA10102-DQB10602. The binding affinity (normalized) is 0.785. (5) The peptide sequence is KGEGGVWTFDSEEPL. The MHC is DRB1_0301 with pseudo-sequence DRB1_0301. The binding affinity (normalized) is 0.573. (6) The MHC is HLA-DQA10303-DQB10402 with pseudo-sequence HLA-DQA10303-DQB10402. The peptide sequence is VKVLRPAPGGKAYMD. The binding affinity (normalized) is 0. (7) The peptide sequence is VADDLTAAINKGILV. The MHC is HLA-DQA10601-DQB10402 with pseudo-sequence HLA-DQA10601-DQB10402. The binding affinity (normalized) is 0. (8) The peptide sequence is KKLIPSWASVKEDLV. The MHC is DRB1_1101 with pseudo-sequence DRB1_1101. The binding affinity (normalized) is 0.389. (9) The peptide sequence is NKHNRLYMEARPLEE. The MHC is DRB1_0301 with pseudo-sequence DRB1_0301. The binding affinity (normalized) is 0.117. (10) The peptide sequence is DYLKAQQNRRFMIYV. The MHC is DRB4_0101 with pseudo-sequence DRB4_0103. The binding affinity (normalized) is 0.595.